Regression. Given a peptide amino acid sequence and an MHC pseudo amino acid sequence, predict their binding affinity value. This is MHC class I binding data. From a dataset of Peptide-MHC class I binding affinity with 185,985 pairs from IEDB/IMGT. (1) The peptide sequence is RLHPLARTA. The MHC is HLA-B15:01 with pseudo-sequence HLA-B15:01. The binding affinity (normalized) is 0.139. (2) The binding affinity (normalized) is 0.788. The peptide sequence is KTPTGVYNYF. The MHC is Mamu-A01 with pseudo-sequence Mamu-A01.